Dataset: Forward reaction prediction with 1.9M reactions from USPTO patents (1976-2016). Task: Predict the product of the given reaction. (1) The product is: [ClH:16].[NH2:1][CH2:2][CH2:25][CH2:26][CH2:27][O:29][C:30]1[C:35]2[C:36]([Cl:40])=[CH:37][CH:38]=[CH:39][C:34]=2[O:33][C:32](=[O:41])[CH:31]=1. Given the reactants [NH2:1][CH2:2]CCOC1C2C([Cl:16])=CC=CC=2OC(=O)C=1.C(OC(=O)N[CH2:25][CH2:26][CH:27]([O:29][C:30]1[C:35]2[C:36]([Cl:40])=[CH:37][CH:38]=[CH:39][C:34]=2[O:33][C:32](=[O:41])[CH:31]=1)C)(C)(C)C, predict the reaction product. (2) Given the reactants [N:1]1[O:5][N:4]=[C:3]2[CH:6]=[C:7]([C:10]3[CH:15]=[CH:14][C:13]([NH:16][CH2:17][CH2:18][F:19])=[CH:12][C:11]=3[O:20]C)[CH:8]=[CH:9][C:2]=12.Br, predict the reaction product. The product is: [N:1]1[O:5][N:4]=[C:3]2[CH:6]=[C:7]([C:10]3[CH:15]=[CH:14][C:13]([NH:16][CH2:17][CH2:18][F:19])=[CH:12][C:11]=3[OH:20])[CH:8]=[CH:9][C:2]=12.